The task is: Predict which catalyst facilitates the given reaction.. This data is from Catalyst prediction with 721,799 reactions and 888 catalyst types from USPTO. (1) Reactant: [Br:1][C:2]1[C:6]([C:7]([O:9]CC)=[O:8])=[CH:5][N:4]([CH2:12][C:13]2[CH:18]=[CH:17][C:16]([O:19][CH3:20])=[CH:15][CH:14]=2)[N:3]=1.[OH-].[Na+].Cl. Product: [Br:1][C:2]1[C:6]([C:7]([OH:9])=[O:8])=[CH:5][N:4]([CH2:12][C:13]2[CH:18]=[CH:17][C:16]([O:19][CH3:20])=[CH:15][CH:14]=2)[N:3]=1. The catalyst class is: 5. (2) Reactant: [CH:1](=[O:8])[C:2]1[CH:7]=[CH:6][CH:5]=[CH:4][CH:3]=1.[Li][CH2:10][CH2:11][CH2:12][CH3:13].[SiH:14](Cl)([CH2:17][CH3:18])[CH2:15][CH3:16]. Product: [CH2:10]([CH:1]1[O:8][Si:14]([CH2:17][CH3:18])([CH2:15][CH3:16])[C:3]2[CH:4]=[CH:5][CH:6]=[CH:7][C:2]1=2)[CH2:11][CH2:12][CH3:13]. The catalyst class is: 28. (3) Reactant: [ClH:1].[CH:2]1([CH:5]([OH:16])[C@H:6]([NH:8]C(=O)OC(C)(C)C)[CH3:7])[CH2:4][CH2:3]1. Product: [ClH:1].[NH2:8][C@H:6]([CH3:7])[CH:5]([CH:2]1[CH2:4][CH2:3]1)[OH:16]. The catalyst class is: 2.